Dataset: Forward reaction prediction with 1.9M reactions from USPTO patents (1976-2016). Task: Predict the product of the given reaction. (1) Given the reactants [F:1][C:2]1[CH:3]=[C:4]([N+:19]([O-:21])=[O:20])[C:5]([NH:9][C@H:10]([C:12]2[CH:17]=[CH:16][C:15]([F:18])=[CH:14][N:13]=2)[CH3:11])=[N:6][C:7]=1F.[CH3:22][O:23][C:24]1[NH:28][N:27]=[C:26]([NH2:29])[CH:25]=1.CCN(C(C)C)C(C)C, predict the reaction product. The product is: [F:1][C:2]1[C:7]([NH:29][C:26]2[CH:25]=[C:24]([O:23][CH3:22])[NH:28][N:27]=2)=[N:6][C:5]([NH:9][C@H:10]([C:12]2[CH:17]=[CH:16][C:15]([F:18])=[CH:14][N:13]=2)[CH3:11])=[C:4]([N+:19]([O-:21])=[O:20])[CH:3]=1. (2) Given the reactants [CH3:1][O:2][C:3]1[CH:8]=[C:7]([O:9][CH3:10])[CH:6]=[C:5]([O:11][CH3:12])[CH:4]=1.[CH3:13][O:14][CH:15]([O:21]C)[CH2:16][C:17](OC)=O.C(O)(=O)C.Cl, predict the reaction product. The product is: [CH3:12][O:11][C:5]1[CH:4]=[C:3]([O:2][CH3:1])[CH:8]=[C:7]([O:9][CH3:10])[C:6]=1/[CH:17]=[CH:16]/[C:15]([O:14][CH3:13])=[O:21]. (3) Given the reactants [N+:1]([C:4]1[CH:5]=[C:6]2[C:11](=[CH:12][CH:13]=1)[NH:10][CH:9]=[C:8]([C:14]#[N:15])[C:7]2=O)([O-:3])=[O:2].O=P(Cl)(Cl)[Cl:19], predict the reaction product. The product is: [Cl:19][C:7]1[C:6]2[C:11](=[CH:12][CH:13]=[C:4]([N+:1]([O-:3])=[O:2])[CH:5]=2)[N:10]=[CH:9][C:8]=1[C:14]#[N:15]. (4) Given the reactants [CH2:1]([C@H:8]([CH2:12][C:13]([O:15]C(C)(C)C)=[O:14])[C:9]([OH:11])=O)[C:2]1[CH:7]=[CH:6][CH:5]=[CH:4][CH:3]=1.[Cl:20][C:21]1[CH:26]=[C:25]([Cl:27])[CH:24]=[CH:23][C:22]=1[C:28]1[N:29]=[C:30]([NH2:33])[S:31][CH:32]=1, predict the reaction product. The product is: [CH2:1]([C@@H:8]([C:9]([NH:33][C:30]1[S:31][CH:32]=[C:28]([C:22]2[CH:23]=[CH:24][C:25]([Cl:27])=[CH:26][C:21]=2[Cl:20])[N:29]=1)=[O:11])[CH2:12][C:13]([OH:15])=[O:14])[C:2]1[CH:3]=[CH:4][CH:5]=[CH:6][CH:7]=1.